From a dataset of Catalyst prediction with 721,799 reactions and 888 catalyst types from USPTO. Predict which catalyst facilitates the given reaction. (1) Reactant: Cl[C:2]1[C:11]2[C:6](=[CH:7][CH:8]=[CH:9][CH:10]=2)[C:5](=[O:12])[N:4]([CH2:13][C@H:14]2[CH2:18][CH2:17][CH2:16][N:15]2[CH2:19][CH2:20][CH2:21][CH2:22][C:23]2[CH:28]=[CH:27][C:26]([O:29][CH2:30][CH2:31][CH2:32][N:33]3[CH2:39][CH2:38][CH2:37][CH2:36][CH2:35][CH2:34]3)=[CH:25][CH:24]=2)[N:3]=1.[Cl-].[F:41][C:42]1[CH:49]=[CH:48][C:45]([CH2:46][Zn+])=[CH:44][CH:43]=1. Product: [F:41][C:42]1[CH:49]=[CH:48][C:45]([CH2:46][C:2]2[C:11]3[C:6](=[CH:7][CH:8]=[CH:9][CH:10]=3)[C:5](=[O:12])[N:4]([CH2:13][C@H:14]3[CH2:18][CH2:17][CH2:16][N:15]3[CH2:19][CH2:20][CH2:21][CH2:22][C:23]3[CH:28]=[CH:27][C:26]([O:29][CH2:30][CH2:31][CH2:32][N:33]4[CH2:39][CH2:38][CH2:37][CH2:36][CH2:35][CH2:34]4)=[CH:25][CH:24]=3)[N:3]=2)=[CH:44][CH:43]=1. The catalyst class is: 176. (2) Reactant: [NH2:1][C:2]1[CH:11]=[CH:10][C:9]([Br:12])=[CH:8][C:3]=1[C:4]([O:6][CH3:7])=[O:5].C(N(C(C)C)CC)(C)C.[Br:22][CH2:23][C:24](Br)=[O:25]. Product: [Br:12][C:9]1[CH:10]=[CH:11][C:2]([NH:1][C:24](=[O:25])[CH2:23][Br:22])=[C:3]([CH:8]=1)[C:4]([O:6][CH3:7])=[O:5]. The catalyst class is: 2. (3) Reactant: [NH2:1][C:2]1[CH:3]=[C:4]2[C:8](=[CH:9][CH:10]=1)[NH:7][CH:6]=[C:5]2[CH2:11][CH2:12][N:13]([CH3:15])[CH3:14].[Cl:16][C:17]1[CH:30]=[CH:29][C:20]2[S:21][C:22]([S:25](Cl)(=[O:27])=[O:26])=[C:23]([CH3:24])[C:19]=2[CH:18]=1. Product: [CH3:15][N:13]([CH3:14])[CH2:12][CH2:11][C:5]1[C:4]2[C:8](=[CH:9][CH:10]=[C:2]([NH:1][S:25]([C:22]3[S:21][C:20]4[CH:29]=[CH:30][C:17]([Cl:16])=[CH:18][C:19]=4[C:23]=3[CH3:24])(=[O:27])=[O:26])[CH:3]=2)[NH:7][CH:6]=1. The catalyst class is: 17. (4) Reactant: Cl[C:2]1[C:3]2[C:4](=[CH:15][N:16](CC3C=CC(OC)=CC=3)[N:17]=2)[N:5]=[C:6]([C:8]2[CH:13]=[CH:12][CH:11]=[CH:10][C:9]=2[F:14])[N:7]=1.[CH3:27][N:28]1[CH2:33][CH2:32][N:31]([C:34]2[CH:40]=[CH:39][C:37]([NH2:38])=[CH:36][CH:35]=2)[CH2:30][CH2:29]1.Cl. Product: [F:14][C:9]1[CH:10]=[CH:11][CH:12]=[CH:13][C:8]=1[C:6]1[N:7]=[C:2]([NH:38][C:37]2[CH:36]=[CH:35][C:34]([N:31]3[CH2:30][CH2:29][N:28]([CH3:27])[CH2:33][CH2:32]3)=[CH:40][CH:39]=2)[C:3]2[NH:17][N:16]=[CH:15][C:4]=2[N:5]=1. The catalyst class is: 71. (5) Reactant: [Br:1][C:2]1[N:7]=[C:6]([Cl:8])[C:5]([OH:9])=[CH:4][CH:3]=1.Br[CH2:11][CH2:12][OH:13]. Product: [Br:1][C:2]1[N:7]=[C:6]([Cl:8])[C:5]([O:9][CH2:11][CH2:12][OH:13])=[CH:4][CH:3]=1. The catalyst class is: 74.